This data is from Forward reaction prediction with 1.9M reactions from USPTO patents (1976-2016). The task is: Predict the product of the given reaction. (1) Given the reactants [Cl:1][C:2]1[CH:7]=[CH:6][C:5]([C@@H:8]([C:22]2[CH:27]=[CH:26][CH:25]=[CH:24][N:23]=2)[O:9][CH:10]2[CH2:15][CH2:14][N:13]([CH2:16][CH2:17][CH2:18][C:19]([OH:21])=[O:20])[CH2:12][CH2:11]2)=[CH:4][CH:3]=1.[C:28]([OH:36])(=[O:35])[C:29]1[CH:34]=[CH:33][CH:32]=[CH:31][CH:30]=1, predict the reaction product. The product is: [C:28]([OH:36])(=[O:35])[C:29]1[CH:34]=[CH:33][CH:32]=[CH:31][CH:30]=1.[Cl:1][C:2]1[CH:3]=[CH:4][C:5]([C@@H:8]([C:22]2[CH:27]=[CH:26][CH:25]=[CH:24][N:23]=2)[O:9][CH:10]2[CH2:15][CH2:14][N:13]([CH2:16][CH2:17][CH2:18][C:19]([OH:21])=[O:20])[CH2:12][CH2:11]2)=[CH:6][CH:7]=1. (2) Given the reactants [S:1]1[C:5]2=[N:6][CH:7]=[CH:8][CH:9]=[C:4]2[CH:3]=[CH:2]1.C([Li])CCC.[CH2:15]([Sn:19]([CH2:25][CH2:26][CH2:27][CH3:28])([CH2:21][CH2:22][CH2:23][CH3:24])Cl)[CH2:16][CH2:17][CH3:18].C(=O)(O)[O-].[Na+], predict the reaction product. The product is: [CH2:25]([Sn:19]([CH2:15][CH2:16][CH2:17][CH3:18])([CH2:21][CH2:22][CH2:23][CH3:24])[C:2]1[S:1][C:5]2=[N:6][CH:7]=[CH:8][CH:9]=[C:4]2[CH:3]=1)[CH2:26][CH2:27][CH3:28]. (3) Given the reactants [C:1]([C:5]1[CH:6]=[C:7]([C:15](=[O:17])[CH3:16])[CH:8]=[C:9]([C:11](O)([CH3:13])[CH3:12])[CH:10]=1)([CH3:4])([CH3:3])[CH3:2].[Br-:18].[Br-].[Br-].C1([N+](C)(C)C)C=CC=CC=1.C1([N+](C)(C)C)C=CC=CC=1.C1([N+](C)(C)C)C=CC=CC=1.O.[C:52](=[O:55])([O-])O.[Na+], predict the reaction product. The product is: [Br:18][CH2:16][C:15]([C:7]1[CH:8]=[C:9]([C:11]([O:55][CH3:52])([CH3:13])[CH3:12])[CH:10]=[C:5]([C:1]([CH3:4])([CH3:3])[CH3:2])[CH:6]=1)=[O:17]. (4) Given the reactants [CH2:1]([O:8][CH2:9][C@@H:10]([NH:17][C:18]([C:20]1([CH2:25][C@@H:26]([CH2:30][CH2:31][CH3:32])[C:27]([OH:29])=[O:28])[CH2:24][CH2:23][CH2:22][CH2:21]1)=[O:19])[CH2:11][C:12]([O:14]CC)=[O:13])[C:2]1[CH:7]=[CH:6][CH:5]=[CH:4][CH:3]=1, predict the reaction product. The product is: [CH2:1]([O:8][CH2:9][C@@H:10]([NH:17][C:18]([C:20]1([CH2:25][C@@H:26]([CH2:30][CH2:31][CH3:32])[C:27]([OH:29])=[O:28])[CH2:24][CH2:23][CH2:22][CH2:21]1)=[O:19])[CH2:11][C:12]([OH:14])=[O:13])[C:2]1[CH:3]=[CH:4][CH:5]=[CH:6][CH:7]=1. (5) Given the reactants [C:1]([N:4]1[CH2:9][CH2:8][CH:7]([C:10]([N:12]2[CH2:17][CH2:16][C@@H:15]([NH:18][CH3:19])[C@H:14]([C:20]3[CH:25]=[CH:24][C:23]([Cl:26])=[C:22]([Cl:27])[CH:21]=3)[CH2:13]2)=[O:11])[CH2:6][CH2:5]1)(=[O:3])[CH3:2].[C:28]1([C:34]2[CH:38]=[C:37]([C:39]([OH:41])=O)[O:36][N:35]=2)[CH:33]=[CH:32][CH:31]=[CH:30][CH:29]=1, predict the reaction product. The product is: [C:1]([N:4]1[CH2:5][CH2:6][CH:7]([C:10]([N:12]2[CH2:17][CH2:16][C@@H:15]([N:18]([CH3:19])[C:39]([C:37]3[O:36][N:35]=[C:34]([C:28]4[CH:29]=[CH:30][CH:31]=[CH:32][CH:33]=4)[CH:38]=3)=[O:41])[C@H:14]([C:20]3[CH:25]=[CH:24][C:23]([Cl:26])=[C:22]([Cl:27])[CH:21]=3)[CH2:13]2)=[O:11])[CH2:8][CH2:9]1)(=[O:3])[CH3:2]. (6) Given the reactants [Cl:1][C:2]1[CH:3]=[C:4]([C@@H:9]2[CH2:18][CH2:17][C:16](=[O:19])[C:15]3[CH:14]=[C:13]([C:20]#[N:21])[CH:12]=[CH:11][C:10]2=3)[CH:5]=[CH:6][C:7]=1[Cl:8].[OH2:22].[OH-].[Na+], predict the reaction product. The product is: [Cl:1][C:2]1[CH:3]=[C:4]([C@@H:9]2[CH2:18][CH2:17][C:16](=[O:19])[C:15]3[CH:14]=[C:13]([C:20]([NH2:21])=[O:22])[CH:12]=[CH:11][C:10]2=3)[CH:5]=[CH:6][C:7]=1[Cl:8]. (7) The product is: [OH:20][C@H:13]([C:14]1[CH:15]=[CH:16][CH:17]=[CH:18][CH:19]=1)[C@H:12]1[CH2:11][CH2:10][C@@H:9]([CH2:21][C:22]2[CH:30]=[CH:29][C:25]([C:26]([N:38]3[CH2:39][CH2:40][C:35]4([C:31](=[O:41])[O:32][CH2:33][CH2:34]4)[CH2:36][CH2:37]3)=[O:27])=[CH:24][CH:23]=2)[N:8]1[C:6]([O:5][C:1]([CH3:4])([CH3:3])[CH3:2])=[O:7]. Given the reactants [C:1]([O:5][C:6]([N:8]1[C@@H:12]([C@H:13]([OH:20])[C:14]2[CH:19]=[CH:18][CH:17]=[CH:16][CH:15]=2)[CH2:11][CH2:10][C@H:9]1[CH2:21][C:22]1[CH:30]=[CH:29][C:25]([C:26](O)=[O:27])=[CH:24][CH:23]=1)=[O:7])([CH3:4])([CH3:3])[CH3:2].[C:31]1(=[O:41])[C:35]2([CH2:40][CH2:39][NH:38][CH2:37][CH2:36]2)[CH2:34][CH2:33][O:32]1.CCN=C=NCCCN(C)C.Cl.C1C=CC2N(O)N=NC=2C=1.C(N(C(C)C)CC)(C)C, predict the reaction product.